Dataset: Reaction yield outcomes from USPTO patents with 853,638 reactions. Task: Predict the reaction yield, written as a fraction of the theoretical maximum amount of product (1.0 means a 100% yield; for example, 0.34 means a 34% yield). (1) The reactants are Cl[C:2]1[CH:9]=[CH:8][C:5]([C:6]#[N:7])=[C:4]([O:10][CH3:11])[N:3]=1.[Br:12][C:13]1[CH:18]=[CH:17][C:16]([OH:19])=[C:15]([F:20])[C:14]=1[CH:21]1[O:25][CH2:24][CH2:23][O:22]1.C(=O)([O-])[O-].[K+].[K+].CN(C)C=O. The catalyst is O. The product is [Br:12][C:13]1[CH:18]=[CH:17][C:16]([O:19][C:2]2[CH:9]=[CH:8][C:5]([C:6]#[N:7])=[C:4]([O:10][CH3:11])[N:3]=2)=[C:15]([F:20])[C:14]=1[CH:21]1[O:22][CH2:23][CH2:24][O:25]1. The yield is 0.850. (2) The reactants are [Cl:1][C:2]1[N:7]=[C:6]([C:8]2[S:12][C:11]([C:13]([CH3:16])([CH3:15])[CH3:14])=[N:10][C:9]=2[C:17]2[CH:18]=[CH:19][C:20]([F:24])=[C:21]([CH:23]=2)[NH2:22])[CH:5]=[CH:4][N:3]=1.N1C=CC=CC=1.[F:31][C:32]1[CH:37]=[CH:36][CH:35]=[C:34]([F:38])[C:33]=1[S:39](Cl)(=[O:41])=[O:40]. The catalyst is C(Cl)Cl. The product is [Cl:1][C:2]1[N:7]=[C:6]([C:8]2[S:12][C:11]([C:13]([CH3:16])([CH3:15])[CH3:14])=[N:10][C:9]=2[C:17]2[CH:18]=[CH:19][C:20]([F:24])=[C:21]([NH:22][S:39]([C:33]3[C:34]([F:38])=[CH:35][CH:36]=[CH:37][C:32]=3[F:31])(=[O:41])=[O:40])[CH:23]=2)[CH:5]=[CH:4][N:3]=1. The yield is 0.622.